The task is: Predict the product of the given reaction.. This data is from Forward reaction prediction with 1.9M reactions from USPTO patents (1976-2016). (1) Given the reactants [OH-].[K+].[C:3]([NH:6][NH:7][C:8](=[O:10])[CH3:9])(=[O:5])[CH3:4].[CH2:11]([O:14][CH2:15][CH2:16]Cl)[CH2:12]Cl.C(=O)([O-])[O-].[K+].[K+], predict the reaction product. The product is: [C:3]([N:6]1[N:7]([C:8](=[O:10])[CH3:9])[CH:16]=[CH:15][O:14][CH:11]=[CH:12]1)(=[O:5])[CH3:4]. (2) Given the reactants [CH2:1]([O:8][C@@H:9]1[C@H:13]([OH:14])[C@@H:12]([CH2:15][O:16][C:17]([C:32]2[CH:37]=[CH:36][C:35]([O:38][CH3:39])=[CH:34][CH:33]=2)([C:24]2[CH:29]=[CH:28][C:27]([O:30][CH3:31])=[CH:26][CH:25]=2)[C:18]2[CH:23]=[CH:22][CH:21]=[CH:20][CH:19]=2)[O:11][CH2:10]1)[C:2]1[CH:7]=[CH:6][CH:5]=[CH:4][CH:3]=1.C(N(CC)C(C)C)(C)C.[C:49]([CH2:51][CH2:52][O:53][P:54](Cl)[N:55]([CH:59]([CH3:61])[CH3:60])[CH:56]([CH3:58])[CH3:57])#[N:50].CN1C=CN=C1, predict the reaction product. The product is: [CH2:1]([O:8][C@@H:9]1[C@H:13]([O:14][P:54]([O:53][CH2:52][CH2:51][C:49]#[N:50])[N:55]([CH:56]([CH3:57])[CH3:58])[CH:59]([CH3:60])[CH3:61])[C@@H:12]([CH2:15][O:16][C:17]([C:32]2[CH:33]=[CH:34][C:35]([O:38][CH3:39])=[CH:36][CH:37]=2)([C:24]2[CH:29]=[CH:28][C:27]([O:30][CH3:31])=[CH:26][CH:25]=2)[C:18]2[CH:23]=[CH:22][CH:21]=[CH:20][CH:19]=2)[O:11][CH2:10]1)[C:2]1[CH:3]=[CH:4][CH:5]=[CH:6][CH:7]=1. (3) The product is: [CH3:3][O:4][C:5]12[CH2:1][CH:2]3[CH2:16][CH:7]([CH2:8][CH:9]([N:10]3[C:17]([O:19][C:20]([CH3:23])([CH3:22])[CH3:21])=[O:18])[CH2:15]1)[CH2:14]2. Given the reactants [CH2:1]1[CH2:5][O:4][CH2:3][CH2:2]1.O[C:7]12[CH2:16]C3CC([CH2:15][CH:9]([N:10]3[C:17]([O:19][C:20]([CH3:23])([CH3:22])[CH3:21])=[O:18])[CH2:8]1)[CH2:14]2.[H-].[K+].CI, predict the reaction product.